Dataset: Forward reaction prediction with 1.9M reactions from USPTO patents (1976-2016). Task: Predict the product of the given reaction. (1) Given the reactants [F:1][C:2]1[CH:7]=[C:6]([F:8])[CH:5]=[CH:4][C:3]=1[N:9]1[C:18]2[C:13](=[CH:14][C:15]([F:39])=[C:16]([N:19]3[CH2:26][CH:25]4[CH:21]([C:22]([CH2:27][N:28]5C(=O)C6C(=CC=CC=6)C5=O)=[N:23][O:24]4)[CH2:20]3)[N:17]=2)[C:12](=[O:40])[C:11]([C:41]([OH:43])=[O:42])=[CH:10]1.O.NN, predict the reaction product. The product is: [NH2:28][CH2:27][C:22]1[CH:21]2[CH2:20][N:19]([C:16]3[N:17]=[C:18]4[C:13]([C:12](=[O:40])[C:11]([C:41]([OH:43])=[O:42])=[CH:10][N:9]4[C:3]4[CH:4]=[CH:5][C:6]([F:8])=[CH:7][C:2]=4[F:1])=[CH:14][C:15]=3[F:39])[CH2:26][CH:25]2[O:24][N:23]=1. (2) Given the reactants [Cl:1][C:2]1[CH:3]=[CH:4][C:5]([C:20]#[CH:21])=[C:6]([C:8]2[CH:13]=[CH:12][N:11]([CH:14]([CH3:18])[C:15]([OH:17])=O)[C:10](=[O:19])[CH:9]=2)[CH:7]=1.[NH2:22][C:23]1[CH:32]=[CH:31][C:26]([C:27]([O:29][CH3:30])=[O:28])=[CH:25][CH:24]=1, predict the reaction product. The product is: [Cl:1][C:2]1[CH:3]=[CH:4][C:5]([C:20]#[CH:21])=[C:6]([C:8]2[CH:13]=[CH:12][N:11]([CH:14]([CH3:18])[C:15]([NH:22][C:23]3[CH:24]=[CH:25][C:26]([C:27]([O:29][CH3:30])=[O:28])=[CH:31][CH:32]=3)=[O:17])[C:10](=[O:19])[CH:9]=2)[CH:7]=1. (3) Given the reactants [Cl:1][C:2]1[CH:7]=[CH:6][CH:5]=[CH:4][C:3]=1[C@H:8]([OH:11])[C:9]#[N:10].[C:12]1([CH3:22])[CH:17]=[CH:16][C:15]([S:18](Cl)(=[O:20])=[O:19])=[CH:14][CH:13]=1.CN(C)C1C=CC=CC=1.Cl, predict the reaction product. The product is: [CH3:22][C:12]1[CH:17]=[CH:16][C:15]([S:18]([O:11][CH:8]([C:3]2[CH:4]=[CH:5][CH:6]=[CH:7][C:2]=2[Cl:1])[C:9]#[N:10])(=[O:20])=[O:19])=[CH:14][CH:13]=1. (4) Given the reactants [CH3:1][C:2]([NH:13]C(=O)OC(C)(C)C)([C:4]1[CH:8]=[C:7]([Si](C)(C)C)[O:6][N:5]=1)[CH3:3].C1C(=O)N([Br:28])C(=O)C1.C(O)(C(F)(F)F)=O, predict the reaction product. The product is: [Br:28][C:8]1[C:4]([C:2]([NH2:13])([CH3:3])[CH3:1])=[N:5][O:6][CH:7]=1. (5) The product is: [Br:14][C:3]1[CH:4]=[C:5]([CH:8]=[CH:9][C:2]=1[CH3:1])[CH:6]=[O:7]. Given the reactants [CH3:1][C:2]1[CH:9]=[CH:8][C:5]([CH:6]=[O:7])=[CH:4][CH:3]=1.[Al+3].[Cl-].[Cl-].[Cl-].[Br:14]Br, predict the reaction product. (6) Given the reactants [C:1]1([C:7]2[N:8]([C:17]3[CH:22]=[CH:21][CH:20]=[CH:19][CH:18]=3)[C:9]3[N:10]=[CH:11][NH:12][C:13](=O)[C:14]=3[N:15]=2)[CH:6]=[CH:5][CH:4]=[CH:3][CH:2]=1.O=P(Cl)(Cl)[Cl:25], predict the reaction product. The product is: [Cl:25][C:13]1[N:12]=[CH:11][N:10]=[C:9]2[C:14]=1[N:15]=[C:7]([C:1]1[CH:6]=[CH:5][CH:4]=[CH:3][CH:2]=1)[N:8]2[C:17]1[CH:22]=[CH:21][CH:20]=[CH:19][CH:18]=1. (7) Given the reactants [NH2:1][C:2]1[C:11]2[N:12]=[C:13]([CH2:24][O:25][CH2:26][CH3:27])[N:14]([CH2:15][C:16]([NH:19][S:20]([CH3:23])(=[O:22])=[O:21])([CH3:18])[CH3:17])[C:10]=2[C:9]2[N:8]=[CH:7][C:6](Br)=[CH:5][C:4]=2[N:3]=1.[OH:29][CH2:30][C:31]1[CH:32]=[C:33](B(O)O)[CH:34]=[CH:35][CH:36]=1.C(=O)([O-])[O-].[Na+].[Na+].O, predict the reaction product. The product is: [NH2:1][C:2]1[C:11]2[N:12]=[C:13]([CH2:24][O:25][CH2:26][CH3:27])[N:14]([CH2:15][C:16]([NH:19][S:20]([CH3:23])(=[O:22])=[O:21])([CH3:18])[CH3:17])[C:10]=2[C:9]2[N:8]=[CH:7][C:6]([C:35]3[CH:34]=[CH:33][CH:32]=[C:31]([CH2:30][OH:29])[CH:36]=3)=[CH:5][C:4]=2[N:3]=1.